Dataset: Full USPTO retrosynthesis dataset with 1.9M reactions from patents (1976-2016). Task: Predict the reactants needed to synthesize the given product. (1) Given the product [Br:1][C:2]1[CH:7]=[C:6]([O:8][C:9]2[CH:10]=[C:11]([CH:15]=[CH:16][CH:17]=2)[C:12]([NH:45][C:44]2[CH:46]=[C:47]([CH3:50])[CH:48]=[CH:49][C:43]=2[F:42])=[O:14])[CH:5]=[CH:4][N:3]=1, predict the reactants needed to synthesize it. The reactants are: [Br:1][C:2]1[CH:7]=[C:6]([O:8][C:9]2[CH:10]=[C:11]([CH:15]=[CH:16][CH:17]=2)[C:12]([OH:14])=O)[CH:5]=[CH:4][N:3]=1.CN(C(ON1N=NC2C=CC=NC1=2)=[N+](C)C)C.F[P-](F)(F)(F)(F)F.[F:42][C:43]1[CH:49]=[CH:48][C:47]([CH3:50])=[CH:46][C:44]=1[NH2:45].C(N(CC)C(C)C)(C)C. (2) Given the product [CH:1]([S:9]([OH:12])(=[O:10])=[O:11])=[CH:2][C:3]1[CH:8]=[CH:7][CH:6]=[CH:5][CH:4]=1.[CH2:26]([C:29]([OH:38])([C:30]([F:32])([F:33])[F:31])[C:34]([F:35])([F:36])[F:37])[CH:27]=[CH2:28], predict the reactants needed to synthesize it. The reactants are: [CH:1]([S:9]([O-:12])(=[O:11])=[O:10])=[CH:2][C:3]1[CH:8]=[CH:7][CH:6]=[CH:5][CH:4]=1.[Na+].N(C(C)(C)C#N)=NC(C)(C)C#N.[CH2:26]([C:29]([OH:38])([C:34]([F:37])([F:36])[F:35])[C:30]([F:33])([F:32])[F:31])[CH:27]=[CH2:28]. (3) Given the product [CH3:1][N:2]([CH3:22])[C:3]([C:5]1[CH:10]=[C:9]([C:11]2[CH:16]=[CH:15][C:14]([C:17]([F:20])([F:19])[F:18])=[CH:13][CH:12]=2)[N:8]=[C:7]([NH:37][C:27]2[CH:28]=[CH:29][C:30]([N:31]3[CH:35]=[C:34]([CH3:36])[N:33]=[CH:32]3)=[C:25]([O:24][CH3:23])[CH:26]=2)[N:6]=1)=[O:4], predict the reactants needed to synthesize it. The reactants are: [CH3:1][N:2]([CH3:22])[C:3]([C:5]1[CH:10]=[C:9]([C:11]2[CH:16]=[CH:15][C:14]([C:17]([F:20])([F:19])[F:18])=[CH:13][CH:12]=2)[N:8]=[C:7](Cl)[N:6]=1)=[O:4].[CH3:23][O:24][C:25]1[CH:26]=[C:27]([NH2:37])[CH:28]=[CH:29][C:30]=1[N:31]1[CH:35]=[C:34]([CH3:36])[N:33]=[CH:32]1. (4) Given the product [CH2:11]([O:18][C:2]1[CH:3]=[C:4]([CH:8]=[CH:9][N:10]=1)[C:5]([OH:7])=[O:6])[C:12]1[CH:17]=[CH:16][CH:15]=[CH:14][CH:13]=1, predict the reactants needed to synthesize it. The reactants are: Cl[C:2]1[CH:3]=[C:4]([CH:8]=[CH:9][N:10]=1)[C:5]([OH:7])=[O:6].[CH2:11]([OH:18])[C:12]1[CH:17]=[CH:16][CH:15]=[CH:14][CH:13]=1.C(O[K])(C)(C)C.O. (5) Given the product [CH2:4]([C:12]1[CH:13]=[C:14]2[C:19](=[CH:20][CH:21]=1)[O:18][CH2:17][CH:16]=[C:15]2[OH:22])[C:5]([CH3:8])([CH3:7])[CH3:6], predict the reactants needed to synthesize it. The reactants are: C(Cl)Cl.[CH2:4]([Mg]Br)[C:5]([CH3:8])([CH3:7])[CH3:6].I[C:12]1[CH:13]=[C:14]2[C:19](=[CH:20][CH:21]=1)[O:18][CH2:17][CH2:16][CH:15]2[OH:22]. (6) Given the product [Cl:10][C:8]1[CH:9]=[C:4]2[C:5](=[CH:6][N:7]=1)[N:11]=[CH:24][CH:2]=[C:1]2[OH:3], predict the reactants needed to synthesize it. The reactants are: [C:1]([C:4]1[CH:9]=[C:8]([Cl:10])[N:7]=[CH:6][C:5]=1[NH:11]S(C1C=CC([N+]([O-])=O)=CC=1)(=O)=O)(=[O:3])[CH3:2].[CH3:24]CN(C(C)C)C(C)C.C1(S)C=CC=CC=1.